Task: Predict which catalyst facilitates the given reaction.. Dataset: Catalyst prediction with 721,799 reactions and 888 catalyst types from USPTO Reactant: [CH3:1][C:2]1[CH:7]=[CH:6][C:5]([S:8]([O:11][CH2:12][CH:13]2[CH2:22][CH2:21][C:20]3[C:15](=[C:16](OS(C(F)(F)F)(=O)=O)[CH:17]=[CH:18][CH:19]=3)[O:14]2)(=[O:10])=[O:9])=[CH:4][CH:3]=1.[Cl:31][C:32]1[CH:37]=[CH:36][CH:35]=[CH:34][C:33]=1B(O)O.C(=O)([O-])[O-].[K+].[K+].[Cl-].[Li+]. Product: [CH3:1][C:2]1[CH:3]=[CH:4][C:5]([S:8]([O:11][CH2:12][CH:13]2[CH2:22][CH2:21][C:20]3[C:15](=[C:16]([C:33]4[CH:34]=[CH:35][CH:36]=[CH:37][C:32]=4[Cl:31])[CH:17]=[CH:18][CH:19]=3)[O:14]2)(=[O:9])=[O:10])=[CH:6][CH:7]=1. The catalyst class is: 70.